Dataset: CYP2C19 inhibition data for predicting drug metabolism from PubChem BioAssay. Task: Regression/Classification. Given a drug SMILES string, predict its absorption, distribution, metabolism, or excretion properties. Task type varies by dataset: regression for continuous measurements (e.g., permeability, clearance, half-life) or binary classification for categorical outcomes (e.g., BBB penetration, CYP inhibition). Dataset: cyp2c19_veith. The molecule is COc1cc2c(cc1OC)C1Cc3c(cnc4c(-c5ccc(F)cc5)cnn34)C(=O)N1CC2. The result is 1 (inhibitor).